The task is: Predict which catalyst facilitates the given reaction.. This data is from Catalyst prediction with 721,799 reactions and 888 catalyst types from USPTO. (1) Reactant: [C:1]1([C:17]2[CH:22]=[CH:21][CH:20]=[CH:19][CH:18]=2)[CH:6]=[CH:5][CH:4]=[C:3]([C:7]2[CH:8]=[C:9]([O:15][CH3:16])[C:10]([O:13][CH3:14])=[N:11][CH:12]=2)[CH:2]=1.[Li]CCCC.C1C=CC(S(N(S(C2C=CC=CC=2)(=O)=O)[F:38])(=O)=O)=CC=1. Product: [C:1]1([C:17]2[CH:18]=[CH:19][CH:20]=[CH:21][CH:22]=2)[CH:6]=[CH:5][CH:4]=[C:3]([C:7]2[C:8]([F:38])=[C:9]([O:15][CH3:16])[C:10]([O:13][CH3:14])=[N:11][CH:12]=2)[CH:2]=1. The catalyst class is: 134. (2) Reactant: [CH2:1]([O:8][C:9]([N:11]1[C:15](=[O:16])[CH2:14][CH2:13][C@H:12]1[C:17]([OH:19])=[O:18])=[O:10])[C:2]1[CH:7]=[CH:6][CH:5]=[CH:4][CH:3]=1.S(=O)(=O)(O)O.[CH2:25]=[C:26]([CH3:28])[CH3:27].C(=O)([O-])[O-].[Na+].[Na+]. Product: [O:16]=[C:15]1[N:11]([C:9]([O:8][CH2:1][C:2]2[CH:3]=[CH:4][CH:5]=[CH:6][CH:7]=2)=[O:10])[C@H:12]([C:17]([O:19][C:26]([CH3:28])([CH3:27])[CH3:25])=[O:18])[CH2:13][CH2:14]1. The catalyst class is: 2. (3) Reactant: [H-].[Na+].[N:3]1([CH2:8][CH2:9][CH2:10][O:11][C:12]2[CH:17]=[CH:16][C:15]([CH2:18][C:19]#[N:20])=[CH:14][CH:13]=2)[CH2:7][CH2:6][CH2:5][CH2:4]1.Br[CH2:22][CH2:23][CH2:24][CH2:25]Br. Product: [NH3:3].[N:3]1([CH2:8][CH2:9][CH2:10][O:11][C:12]2[CH:13]=[CH:14][C:15]([C:18]3([C:19]#[N:20])[CH2:25][CH2:24][CH2:23][CH2:22]3)=[CH:16][CH:17]=2)[CH2:4][CH2:5][CH2:6][CH2:7]1. The catalyst class is: 3. (4) Reactant: [CH3:1][C:2]1[N:3]=[C:4]2[S:21][CH:20]=[CH:19][N:5]2[C:6](=[O:18])[C:7]=1[C:8]1[CH:13]=[CH:12][CH:11]=[C:10]([C:14]([F:17])([F:16])[F:15])[CH:9]=1.[CH:22]1([CH2:25][O:26][C:27]2[C:34]([O:35][CH3:36])=[CH:33][CH:32]=[CH:31][C:28]=2[CH:29]=O)[CH2:24][CH2:23]1.[O-]CC.[Na+]. The catalyst class is: 8. Product: [CH:22]1([CH2:25][O:26][C:27]2[C:34]([O:35][CH3:36])=[CH:33][CH:32]=[CH:31][C:28]=2/[CH:29]=[CH:1]/[C:2]2[N:3]=[C:4]3[S:21][CH:20]=[CH:19][N:5]3[C:6](=[O:18])[C:7]=2[C:8]2[CH:13]=[CH:12][CH:11]=[C:10]([C:14]([F:17])([F:15])[F:16])[CH:9]=2)[CH2:23][CH2:24]1.